Dataset: NCI-60 drug combinations with 297,098 pairs across 59 cell lines. Task: Regression. Given two drug SMILES strings and cell line genomic features, predict the synergy score measuring deviation from expected non-interaction effect. (1) Drug 1: CCN(CC)CCNC(=O)C1=C(NC(=C1C)C=C2C3=C(C=CC(=C3)F)NC2=O)C. Drug 2: CC1=C(C(=O)C2=C(C1=O)N3CC4C(C3(C2COC(=O)N)OC)N4)N. Cell line: OVCAR3. Synergy scores: CSS=17.6, Synergy_ZIP=-9.06, Synergy_Bliss=-8.64, Synergy_Loewe=-9.47, Synergy_HSA=-6.59. (2) Drug 1: C1CCC(CC1)NC(=O)N(CCCl)N=O. Drug 2: COC1=NC(=NC2=C1N=CN2C3C(C(C(O3)CO)O)O)N. Cell line: UACC-257. Synergy scores: CSS=11.2, Synergy_ZIP=2.78, Synergy_Bliss=8.18, Synergy_Loewe=1.18, Synergy_HSA=4.02. (3) Drug 1: C1CCN(CC1)CCOC2=CC=C(C=C2)C(=O)C3=C(SC4=C3C=CC(=C4)O)C5=CC=C(C=C5)O. Drug 2: CC(C)NC(=O)C1=CC=C(C=C1)CNNC.Cl. Cell line: NCI-H522. Synergy scores: CSS=-4.50, Synergy_ZIP=2.05, Synergy_Bliss=0.869, Synergy_Loewe=-3.98, Synergy_HSA=-3.59.